This data is from Forward reaction prediction with 1.9M reactions from USPTO patents (1976-2016). The task is: Predict the product of the given reaction. (1) Given the reactants [Br:1][C:2]1[CH:7]=[CH:6][C:5]([S:8][CH2:9][CH:10](OCC)OCC)=[CH:4][C:3]=1[F:17], predict the reaction product. The product is: [Br:1][C:2]1[CH:7]=[CH:6][C:5]2[S:8][CH:9]=[CH:10][C:4]=2[C:3]=1[F:17].[Br:1][C:2]1[C:3]([F:17])=[CH:4][C:5]2[S:8][CH:9]=[CH:10][C:6]=2[CH:7]=1. (2) Given the reactants [CH3:1][S:2]([C:5]1[NH:6][C:7]([C:16](O)=[O:17])=[C:8](C2C=CC=CC=2)[N:9]=1)(=[O:4])=[O:3].Cl.Cl.[C:21]([C:23]1[CH:24]=[C:25]([N:29]2[CH2:34][CH2:33][NH:32][CH2:31][CH2:30]2)[CH:26]=[CH:27][CH:28]=1)#[N:22].Cl.CN(C)CCCN=C=NCC.O.ON1[C:53]2[CH:54]=[CH:55][CH:56]=[CH:57][C:52]=2N=N1, predict the reaction product. The product is: [CH3:1][S:2]([C:5]1[NH:9][CH2:8][C:7]([C:52]2[CH:57]=[CH:56][CH:55]=[CH:54][CH:53]=2)([C:16]([N:32]2[CH2:33][CH2:34][N:29]([C:25]3[CH:24]=[C:23]([CH:28]=[CH:27][CH:26]=3)[C:21]#[N:22])[CH2:30][CH2:31]2)=[O:17])[N:6]=1)(=[O:3])=[O:4]. (3) Given the reactants [CH2:1]([O:3][C:4]([C:6]1[CH:7]=[C:8]([C:19](O)=[O:20])[CH:9]=[C:10]([C:12]2[CH:17]=[CH:16][C:15]([CH3:18])=[CH:14][CH:13]=2)[CH:11]=1)=[O:5])[CH3:2].Cl.CN(C)CCCN=C=NCC.O.ON1C2C=CC=CC=2N=N1.[CH3:45][C:46]1[N:51]=[CH:50][C:49]([CH2:52][NH2:53])=[CH:48][N:47]=1.C(N(CC)C(C)C)(C)C, predict the reaction product. The product is: [CH3:18][C:15]1[CH:16]=[CH:17][C:12]([C:10]2[CH:9]=[C:8]([C:19](=[O:20])[NH:53][CH2:52][C:49]3[CH:48]=[N:47][C:46]([CH3:45])=[N:51][CH:50]=3)[CH:7]=[C:6]([C:4]([O:3][CH2:1][CH3:2])=[O:5])[CH:11]=2)=[CH:13][CH:14]=1. (4) Given the reactants Br[C:2]1[CH:7]=[CH:6][C:5]([Br:8])=[CH:4][N:3]=1.[Li]CCCC.[Si:14]([O:21][CH2:22][C:23](=[O:25])[CH3:24])([C:17]([CH3:20])([CH3:19])[CH3:18])([CH3:16])[CH3:15], predict the reaction product. The product is: [Br:8][C:5]1[CH:6]=[CH:7][C:2]([C:23]([OH:25])([CH3:24])[CH2:22][O:21][Si:14]([C:17]([CH3:19])([CH3:18])[CH3:20])([CH3:15])[CH3:16])=[N:3][CH:4]=1. (5) Given the reactants C1C2C(=CC=CC=2)C=CC=1S(O)(=O)=[O:12].[CH:15]1[C:24]2[C:19](=[CH:20][CH:21]=[CH:22][CH:23]=2)[CH:18]=[CH:17][C:16]=1[S:25]([OH:28])(=[O:27])=[O:26].C1(N(CCNCCC2C3SC(=O)NC=3C(O)=CC=2)C(=O)CCNCCC2C=CC=C(F)C=2)CCCCC1.C(=O)([O-])[O-].[K+].[K+], predict the reaction product. The product is: [OH2:12].[CH:15]1[C:24]2[C:19](=[CH:20][CH:21]=[CH:22][CH:23]=2)[CH:18]=[CH:17][C:16]=1[S:25]([OH:28])(=[O:27])=[O:26]. (6) Given the reactants [CH3:1][O:2][C:3]1[CH:8]=[CH:7][C:6]([C:9]23[N:30]([C:31]([C:33]4[C:34]([CH3:38])=[N:35][O:36][CH:37]=4)=[O:32])[CH2:29][CH2:28][N:10]2[C:11](=[O:27])[C:12]2[N:13]([CH:15]=[C:16]([N:18]4[CH:22]=[C:21]([Si](C)(C)C)[N:20]=[N:19]4)[CH:17]=2)[CH2:14]3)=[CH:5][CH:4]=1.O.C([O-])(O)=O.[Na+], predict the reaction product. The product is: [CH3:1][O:2][C:3]1[CH:4]=[CH:5][C:6]([C:9]23[N:30]([C:31]([C:33]4[C:34]([CH3:38])=[N:35][O:36][CH:37]=4)=[O:32])[CH2:29][CH2:28][N:10]2[C:11](=[O:27])[C:12]2[N:13]([CH:15]=[C:16]([N:18]4[CH:22]=[CH:21][N:20]=[N:19]4)[CH:17]=2)[CH2:14]3)=[CH:7][CH:8]=1. (7) Given the reactants BrC1C(OC)=C(C=CC=1C[S:14][C:15]1[CH:20]=[CH:19][CH:18]=[CH:17][C:16]=1C)C(OCC)=O.[Br:24][C:25]1[CH:26]=[CH:27][C:28]([CH2:35]Br)=[C:29]([CH:34]=1)[C:30]([O:32][CH3:33])=[O:31].C1(S)C=CC=CC=1, predict the reaction product. The product is: [Br:24][C:25]1[CH:26]=[CH:27][C:28]([CH2:35][S:14][C:15]2[CH:20]=[CH:19][CH:18]=[CH:17][CH:16]=2)=[C:29]([CH:34]=1)[C:30]([O:32][CH3:33])=[O:31]. (8) Given the reactants [CH:1]1([CH2:4][NH:5][CH2:6][C:7]2[S:11][C:10](B(O)O)=[CH:9][CH:8]=2)[CH2:3][CH2:2]1.Br[C:16]1[CH:17]=[C:18]2[C:22](=[C:23]([C:25]([NH2:27])=[O:26])[CH:24]=1)[NH:21][CH:20]=[C:19]2[CH:28]1[CH2:33][CH2:32][N:31]([S:34]([CH2:37][CH3:38])(=[O:36])=[O:35])[CH2:30][CH2:29]1.C(=O)([O-])[O-].[K+].[K+], predict the reaction product. The product is: [CH:1]1([CH2:4][NH:5][CH2:6][C:7]2[S:11][C:10]([C:16]3[CH:17]=[C:18]4[C:22](=[C:23]([C:25]([NH2:27])=[O:26])[CH:24]=3)[NH:21][CH:20]=[C:19]4[CH:28]3[CH2:29][CH2:30][N:31]([S:34]([CH2:37][CH3:38])(=[O:35])=[O:36])[CH2:32][CH2:33]3)=[CH:9][CH:8]=2)[CH2:3][CH2:2]1. (9) Given the reactants Cl[C:2]1[C:7]([C:8]([O:10][CH3:11])=[O:9])=[CH:6][N:5]=[C:4]([C:12]2[CH:17]=[CH:16][CH:15]=[C:14]([F:18])[C:13]=2[F:19])[CH:3]=1.[Cl:20][C:21]1[CH:26]=[CH:25][C:24]([O:27][CH3:28])=[CH:23][C:22]=1[OH:29], predict the reaction product. The product is: [Cl:20][C:21]1[CH:26]=[CH:25][C:24]([O:27][CH3:28])=[CH:23][C:22]=1[O:29][C:2]1[C:7]([C:8]([O:10][CH3:11])=[O:9])=[CH:6][N:5]=[C:4]([C:12]2[CH:17]=[CH:16][CH:15]=[C:14]([F:18])[C:13]=2[F:19])[CH:3]=1.